This data is from Full USPTO retrosynthesis dataset with 1.9M reactions from patents (1976-2016). The task is: Predict the reactants needed to synthesize the given product. (1) Given the product [F:1][C:2]1[CH:3]=[C:4]([CH:20]=[CH:21][C:22]=1[NH:23][C:24]([NH:26][C:27]1[CH:32]=[C:31]([CH3:33])[CH:30]=[CH:29][C:28]=1[F:34])=[O:25])[O:5][C:6]1[CH:11]=[CH:10][N:9]=[C:8]([C:12]2[NH:16][CH:15]=[C:14]([C:17]([N:71]3[CH2:72][CH2:73][N:68]([CH2:74][C:75]([O:77][CH2:78][CH3:79])=[O:76])[CH2:69][CH2:70]3)=[O:18])[CH:13]=2)[CH:7]=1, predict the reactants needed to synthesize it. The reactants are: [F:1][C:2]1[CH:3]=[C:4]([CH:20]=[CH:21][C:22]=1[NH:23][C:24]([NH:26][C:27]1[CH:32]=[C:31]([CH3:33])[CH:30]=[CH:29][C:28]=1[F:34])=[O:25])[O:5][C:6]1[CH:11]=[CH:10][N:9]=[C:8]([C:12]2[NH:16][CH:15]=[C:14]([C:17](O)=[O:18])[CH:13]=2)[CH:7]=1.CN(C(ON1N=NC2C=CC=NC1=2)=[N+](C)C)C.F[P-](F)(F)(F)(F)F.C(N(CC)C(C)C)(C)C.[N:68]1([CH2:74][C:75]([O:77][CH2:78][CH3:79])=[O:76])[CH2:73][CH2:72][NH:71][CH2:70][CH2:69]1. (2) Given the product [CH3:19][O:20][C:2]1[CH:8]=[CH:7][C:5]([N:6]2[CH2:13][CH2:14][O:15][C:16]2=[O:17])=[CH:4][C:3]=1[N+:9]([O-:11])=[O:10], predict the reactants needed to synthesize it. The reactants are: F[C:2]1[CH:8]=[CH:7][C:5]([NH2:6])=[CH:4][C:3]=1[N+:9]([O-:11])=[O:10].Cl[CH2:13][CH2:14][O:15][C:16](Cl)=[O:17].[CH3:19][O-:20].[Na+].O. (3) The reactants are: Cl[C:2]1[N:10]=[CH:9][N:8]=[C:7]2[C:3]=1[N:4]=[CH:5][NH:6]2.[C:11]([O:15][C:16]([N:18]1[CH2:23][CH2:22][CH:21]([NH2:24])[CH2:20][CH2:19]1)=[O:17])([CH3:14])([CH3:13])[CH3:12].C(N(C(C)C)C(C)C)C. Given the product [C:11]([O:15][C:16]([N:18]1[CH2:23][CH2:22][CH:21]([NH:24][C:2]2[N:10]=[CH:9][N:8]=[C:7]3[C:3]=2[N:4]=[CH:5][NH:6]3)[CH2:20][CH2:19]1)=[O:17])([CH3:14])([CH3:12])[CH3:13], predict the reactants needed to synthesize it. (4) Given the product [ClH:15].[N+:25]([C:22]1[CH:21]=[CH:20][C:19]([O:18][C:16]([O:1][CH2:2][C:3]2[S:7][CH:6]=[N:5][CH:4]=2)=[O:17])=[CH:24][CH:23]=1)([O-:27])=[O:26], predict the reactants needed to synthesize it. The reactants are: [OH:1][CH2:2][C:3]1[S:7][CH:6]=[N:5][CH:4]=1.C(N(CC)CC)C.[Cl:15][C:16]([O:18][C:19]1[CH:24]=[CH:23][C:22]([N+:25]([O-:27])=[O:26])=[CH:21][CH:20]=1)=[O:17].Cl. (5) Given the product [OH:10][C:9]1[CH:8]=[C:5]2[C:4](=[CH:3][C:2]=1[OH:1])[O:11][C:18](=[O:19])[C:17]([C:15]([OH:16])=[O:14])=[CH:6]2, predict the reactants needed to synthesize it. The reactants are: [OH:1][C:2]1[CH:3]=[C:4]([OH:11])[C:5](=[CH:8][C:9]=1[OH:10])[CH:6]=O.CC1(C)O[C:18](=[O:19])[CH2:17][C:15](=[O:16])[O:14]1.